Predict the reactants needed to synthesize the given product. From a dataset of Full USPTO retrosynthesis dataset with 1.9M reactions from patents (1976-2016). (1) Given the product [CH2:1]([O:8][C:9](=[O:10])[NH:11][CH2:12][C@H:13]1[CH2:14][CH2:15][C@H:16]([C:19](=[O:21])[NH:28][C:26]2[CH:27]=[CH:22][CH:23]=[CH:24][CH:25]=2)[CH2:17][CH2:18]1)[C:2]1[CH:3]=[CH:4][CH:5]=[CH:6][CH:7]=1, predict the reactants needed to synthesize it. The reactants are: [CH2:1]([O:8][C:9]([NH:11][CH2:12][C@H:13]1[CH2:18][CH2:17][C@H:16]([C:19]([OH:21])=O)[CH2:15][CH2:14]1)=[O:10])[C:2]1[CH:7]=[CH:6][CH:5]=[CH:4][CH:3]=1.[CH:22]1[CH:23]=[CH:24][C:25]2N(O)N=[N:28][C:26]=2[CH:27]=1.CCN=C=NCCCN(C)C.Cl.CN1CCOCC1.NC1C=CC=CC=1. (2) Given the product [C:30]([O:34][C:35](=[O:43])[NH:36][CH:37]1[CH2:42][CH2:41][N:40]([C:17]2[CH:16]=[CH:15][CH:14]=[C:13]3[C:12]=2[N:11]=[C:10]([N:7]2[C:6]4[CH:28]=[CH:29][C:3]([O:2][CH3:1])=[CH:4][C:5]=4[N:9]=[CH:8]2)[CH:19]=[CH:18]3)[CH2:39][CH2:38]1)([CH3:33])([CH3:31])[CH3:32], predict the reactants needed to synthesize it. The reactants are: [CH3:1][O:2][C:3]1[CH:29]=[CH:28][C:6]2[N:7]([C:10]3[CH:19]=[CH:18][C:17]4[C:12](=[C:13](OS(C(F)(F)F)(=O)=O)[CH:14]=[CH:15][CH:16]=4)[N:11]=3)[CH:8]=[N:9][C:5]=2[CH:4]=1.[C:30]([O:34][C:35](=[O:43])[NH:36][CH:37]1[CH2:42][CH2:41][NH:40][CH2:39][CH2:38]1)([CH3:33])([CH3:32])[CH3:31].C([O-])([O-])=O.[Cs+].[Cs+].C1C=CC(P(C2C(C3C(P(C4C=CC=CC=4)C4C=CC=CC=4)=CC=C4C=3C=CC=C4)=C3C(C=CC=C3)=CC=2)C2C=CC=CC=2)=CC=1. (3) Given the product [F:1][C:2]1[CH:11]=[C:10]2[C:5]([CH:6]=[C:7]([C@@H:19]([N:21]3[C:22](=[O:23])[C:24]4[C:25](=[CH:29][CH:30]=[CH:31][CH:32]=4)[C:26]3=[O:27])[CH3:20])[C:8]([C:12]3[CH:17]=[CH:16][CH:15]=[C:14]([F:18])[CH:13]=3)=[N:9]2)=[CH:4][CH:3]=1, predict the reactants needed to synthesize it. The reactants are: [F:1][C:2]1[CH:11]=[C:10]2[C:5]([CH:6]=[C:7]([C@@H:19]([NH:21][C:22]([C:24]3[CH:32]=[CH:31][CH:30]=[CH:29][C:25]=3[C:26](O)=[O:27])=[O:23])[CH3:20])[C:8]([C:12]3[CH:17]=[CH:16][CH:15]=[C:14]([F:18])[CH:13]=3)=[N:9]2)=[CH:4][CH:3]=1.Cl. (4) Given the product [CH3:1][C:2]1[C:6]2[CH:7]=[CH:8][C:9]([O:11][CH3:12])=[CH:10][C:5]=2[S:4][C:3]=1[C:13]([OH:15])=[O:14], predict the reactants needed to synthesize it. The reactants are: [CH3:1][C:2]1[C:6]2[CH:7]=[CH:8][C:9]([O:11][CH3:12])=[CH:10][C:5]=2[S:4][C:3]=1[C:13]([O:15]C)=[O:14].[OH-].[Na+]. (5) Given the product [CH3:1][O:2][C:3](=[O:20])[C@@H:4]1[CH2:8][C@@H:7]([O:9][S:34]([C:31]2[CH:32]=[CH:33][C:28]([CH3:38])=[CH:29][CH:30]=2)(=[O:36])=[O:35])[CH2:6][N:5]1[C:10]([O:12][CH2:13][C:14]1[CH:19]=[CH:18][CH:17]=[CH:16][CH:15]=1)=[O:11], predict the reactants needed to synthesize it. The reactants are: [CH3:1][O:2][C:3](=[O:20])[C@@H:4]1[CH2:8][C@@H:7]([OH:9])[CH2:6][N:5]1[C:10]([O:12][CH2:13][C:14]1[CH:19]=[CH:18][CH:17]=[CH:16][CH:15]=1)=[O:11].C(N(CC)CC)C.[C:28]1([CH3:38])[CH:33]=[CH:32][C:31]([S:34](Cl)(=[O:36])=[O:35])=[CH:30][CH:29]=1.